Dataset: Forward reaction prediction with 1.9M reactions from USPTO patents (1976-2016). Task: Predict the product of the given reaction. (1) Given the reactants C([O-])(=O)C.[K+].[B:15]1([B:15]2[O:19][C:18]([CH3:21])([CH3:20])[C:17]([CH3:23])([CH3:22])[O:16]2)[O:19][C:18]([CH3:21])([CH3:20])[C:17]([CH3:23])([CH3:22])[O:16]1.Br[C:25]1[CH:33]=[CH:32][C:28]([C:29]([NH2:31])=[O:30])=[C:27]([Cl:34])[CH:26]=1.C(Cl)Cl, predict the reaction product. The product is: [Cl:34][C:27]1[CH:26]=[C:25]([B:15]2[O:16][C:17]([CH3:22])([CH3:23])[C:18]([CH3:20])([CH3:21])[O:19]2)[CH:33]=[CH:32][C:28]=1[C:29]([NH2:31])=[O:30]. (2) Given the reactants [CH:1]([C:4]1[CH:9]=[CH:8][CH:7]=[CH:6][C:5]=1[NH:10][C:11]1[NH:12][C:13]2[CH:19]=[C:18]([C:20](O)=[O:21])[CH:17]=[CH:16][C:14]=2[N:15]=1)([CH3:3])[CH3:2].[NH2:23][C:24]1[CH:32]=[C:31]2[C:27]([C:28]([NH:33][C:34]([CH:36]3[CH2:41][CH2:40][N:39]([CH3:42])[CH2:38][CH2:37]3)=[O:35])=[N:29][NH:30]2)=[CH:26][CH:25]=1.CN(C(ON1N=NC2C=CC=CC1=2)=[N+](C)C)C.F[P-](F)(F)(F)(F)F, predict the reaction product. The product is: [CH3:42][N:39]1[CH2:38][CH2:37][CH:36]([C:34]([NH:33][C:28]2[C:27]3[C:31](=[CH:32][C:24]([NH:23][C:20]([C:18]4[CH:17]=[CH:16][C:14]5[N:15]=[C:11]([NH:10][C:5]6[CH:6]=[CH:7][CH:8]=[CH:9][C:4]=6[CH:1]([CH3:2])[CH3:3])[NH:12][C:13]=5[CH:19]=4)=[O:21])=[CH:25][CH:26]=3)[NH:30][N:29]=2)=[O:35])[CH2:41][CH2:40]1. (3) Given the reactants [CH2:1]([N:8]1[C:16]2[C:11](=[N:12][C:13]([Cl:17])=[CH:14][CH:15]=2)[CH:10]=[C:9]1Br)[C:2]1[CH:7]=[CH:6][CH:5]=[CH:4][CH:3]=1.C([Sn](CCCC)(CCCC)[C:24]1[S:28][CH:27]=[N:26][CH:25]=1)CCC, predict the reaction product. The product is: [CH2:1]([N:8]1[C:16]2[C:11](=[N:12][C:13]([Cl:17])=[CH:14][CH:15]=2)[CH:10]=[C:9]1[C:24]1[S:28][CH:27]=[N:26][CH:25]=1)[C:2]1[CH:7]=[CH:6][CH:5]=[CH:4][CH:3]=1.